From a dataset of NCI-60 drug combinations with 297,098 pairs across 59 cell lines. Regression. Given two drug SMILES strings and cell line genomic features, predict the synergy score measuring deviation from expected non-interaction effect. Drug 1: CC1C(C(CC(O1)OC2CC(CC3=C2C(=C4C(=C3O)C(=O)C5=C(C4=O)C(=CC=C5)OC)O)(C(=O)C)O)N)O.Cl. Drug 2: CN(C(=O)NC(C=O)C(C(C(CO)O)O)O)N=O. Cell line: SR. Synergy scores: CSS=62.2, Synergy_ZIP=-0.267, Synergy_Bliss=-0.842, Synergy_Loewe=-3.71, Synergy_HSA=0.763.